Dataset: Forward reaction prediction with 1.9M reactions from USPTO patents (1976-2016). Task: Predict the product of the given reaction. (1) Given the reactants I[C:2]1[CH:12]=[CH:11][C:5]([C:6]([O:8][CH2:9][CH3:10])=[O:7])=[CH:4][CH:3]=1.[Cl-].[Li+].C([Mg]Cl)(C)C.[CH3:20][C:21]1([CH3:28])[CH2:24][CH:23]([C:25](Cl)=[O:26])[CH2:22]1, predict the reaction product. The product is: [CH3:20][C:21]1([CH3:28])[CH2:24][CH:23]([C:25]([C:2]2[CH:12]=[CH:11][C:5]([C:6]([O:8][CH2:9][CH3:10])=[O:7])=[CH:4][CH:3]=2)=[O:26])[CH2:22]1. (2) Given the reactants [CH3:1][O:2][C:3]1[CH:4]=[C:5]2[C:10](=[CH:11][C:12]=1[O:13][CH3:14])[N:9]=[CH:8][CH:7]=[C:6]2[O:15][C:16]1[CH:22]=[CH:21][C:19]([NH2:20])=[CH:18][CH:17]=1.C(N(CC)CC)C.ClC(Cl)(O[C:34](=[O:40])OC(Cl)(Cl)Cl)Cl.[C:42]1([C@H:48]([NH2:51])[CH2:49][CH3:50])[CH:47]=[CH:46][CH:45]=[CH:44][CH:43]=1, predict the reaction product. The product is: [CH3:1][O:2][C:3]1[CH:4]=[C:5]2[C:10](=[CH:11][C:12]=1[O:13][CH3:14])[N:9]=[CH:8][CH:7]=[C:6]2[O:15][C:16]1[CH:22]=[CH:21][C:19]([NH:20][C:34]([NH:51][C@@H:48]([C:42]2[CH:47]=[CH:46][CH:45]=[CH:44][CH:43]=2)[CH2:49][CH3:50])=[O:40])=[CH:18][CH:17]=1. (3) Given the reactants [N+:1]([C:4]1[CH:16]=[C:15]([N+:17]([O-:19])=[O:18])[CH:14]=[CH:13][C:5]=1[NH:6][CH2:7][CH2:8]OCC#C)([O-:3])=[O:2].[N-]=[N+]=[N-].O=C1O[C@H]([C@H](CO)O)C([O-])=C1O.[Na+].C([O:40][C:41](=[O:99])[C@@H:42]([NH:78][C:79](=[O:98])[NH:80][C@@H:81]([CH2:89][CH2:90][C:91]([O:93]C(C)(C)C)=[O:92])[C:82]([O:84]C(C)(C)C)=[O:83])[CH2:43][CH2:44][CH2:45][CH2:46][N:47]1[CH:51]=C(COCCOCCOCCOCCNC2C=CC([N+]([O-])=O)=CC=2[N+]([O-])=O)[N:49]=[N:48]1)(C)(C)C, predict the reaction product. The product is: [C:41]([C@@H:42]([NH:78][C:79](=[O:98])[NH:80][C@@H:81]([CH2:89][CH2:90][C:91]([OH:93])=[O:92])[C:82]([OH:84])=[O:83])[CH2:43][CH2:44][CH2:45][CH2:46][N:47]1[CH:51]=[C:8]([CH2:7][NH:6][C:5]2[CH:13]=[CH:14][C:15]([N+:17]([O-:19])=[O:18])=[CH:16][C:4]=2[N+:1]([O-:3])=[O:2])[N:49]=[N:48]1)([OH:99])=[O:40]. (4) Given the reactants [Cl:1][C:2]1[CH:10]=[CH:9][C:8]([B:11]2[O:15]C(C)(C)C(C)(C)[O:12]2)=[C:7]2[C:3]=1[C:4]([NH2:21])=[N:5][N:6]2[CH3:20].C(N(CC)CC)C.[S:29](O[S:29]([C:32]([F:35])([F:34])[F:33])(=[O:31])=[O:30])([C:32]([F:35])([F:34])[F:33])(=[O:31])=[O:30], predict the reaction product. The product is: [Cl:1][C:2]1[CH:10]=[CH:9][C:8]([B:11]([OH:15])[OH:12])=[C:7]2[C:3]=1[C:4]([NH:21][S:29]([C:32]([F:35])([F:34])[F:33])(=[O:31])=[O:30])=[N:5][N:6]2[CH3:20]. (5) Given the reactants [CH3:1][O:2][C:3]([C:5]1[CH:15]=[C:14]([O:16]C2C=NC(C(=O)N(C)C)=CC=2)[C:8]2[CH2:9][C:10]([CH3:13])([CH3:12])[O:11][C:7]=2[CH:6]=1)=[O:4].Br[C:29]1[CH:36]=[CH:35][C:32]([C:33]#[N:34])=[C:31]([F:37])[CH:30]=1.COC(C1C=C(O)C2CC(C)(C)OC=2C=1)=O, predict the reaction product. The product is: [CH3:1][O:2][C:3]([C:5]1[CH:15]=[C:14]([O:16][C:29]2[CH:36]=[CH:35][C:32]([C:33]#[N:34])=[C:31]([F:37])[CH:30]=2)[C:8]2[CH2:9][C:10]([CH3:13])([CH3:12])[O:11][C:7]=2[CH:6]=1)=[O:4]. (6) Given the reactants [Cl:1][C:2]1[C:12]2[CH2:11][CH2:10][C@H:9]([NH:13]C(=O)C)[CH2:8][CH:7](O)[C:6]=2[C:5]([O:18][CH3:19])=[C:4]([N+:20]([O-:22])=[O:21])[CH:3]=1.Cl.[OH-].[Na+], predict the reaction product. The product is: [Cl:1][C:2]1[C:12]2[CH2:11][CH2:10][C@H:9]([NH2:13])[CH:8]=[CH:7][C:6]=2[C:5]([O:18][CH3:19])=[C:4]([N+:20]([O-:22])=[O:21])[CH:3]=1.